Dataset: HIV replication inhibition screening data with 41,000+ compounds from the AIDS Antiviral Screen. Task: Binary Classification. Given a drug SMILES string, predict its activity (active/inactive) in a high-throughput screening assay against a specified biological target. (1) The compound is CCCCC(C(=O)NCCNC(=O)CCC(=O)N(C)O)C(=O)NCCNC(=O)CCC(=O)N(C)O. The result is 0 (inactive). (2) The drug is Cl.NC(=O)N=C(N(Cc1ccccc1)Cc1ccccc1)N(Cc1ccccc1)Cc1ccccc1. The result is 0 (inactive). (3) The compound is Cl.OC(CN1CCC(c2ccccc2)CC1)c1ccc(Br)cc1. The result is 0 (inactive).